Dataset: Full USPTO retrosynthesis dataset with 1.9M reactions from patents (1976-2016). Task: Predict the reactants needed to synthesize the given product. (1) Given the product [NH2:1][C:2]1[C:7]([Cl:44])=[C:6]([CH2:8][N:9]2[CH2:10][CH2:11][N:12]([C:15]([O:17][C:18]([CH3:21])([CH3:20])[CH3:19])=[O:16])[CH2:13][CH2:14]2)[C:5]([O:22][C:23]([F:25])([F:26])[F:24])=[CH:4][C:3]=1[C:27]([O:29][CH2:30][CH3:31])=[O:28], predict the reactants needed to synthesize it. The reactants are: [NH2:1][C:2]1[C:3]([C:27]([O:29][CH2:30][CH3:31])=[O:28])=[CH:4][C:5]([O:22][C:23]([F:26])([F:25])[F:24])=[C:6]([CH2:8][N:9]2[CH2:14][CH2:13][N:12]([C:15]([O:17][C:18]([CH3:21])([CH3:20])[CH3:19])=[O:16])[CH2:11][CH2:10]2)[CH:7]=1.NC1C([Cl:44])=C(C=O)C(C(F)(F)F)=CC=1C(OCC)=O. (2) Given the product [NH3:12].[C:50]([OH:49])(=[O:20])/[CH:51]=[CH:1]/[C:2]([OH:11])=[O:52].[CH:1]1[C:10]2[C:5](=[CH:6][CH:7]=[CH:8][CH:9]=2)[CH:4]=[CH:3][C:2]=1[O:11][CH:14]1[CH:15]2[CH2:18][CH2:19][N:12]([CH2:17][CH2:16]2)[CH2:13]1, predict the reactants needed to synthesize it. The reactants are: [CH:1]1[C:10]2[C:5](=[CH:6][CH:7]=[CH:8][CH:9]=2)[CH:4]=[CH:3][C:2]=1[OH:11].[N:12]12[CH2:19][CH2:18][CH:15]([CH2:16][CH2:17]1)[CH:14]([OH:20])[CH2:13]2.C1(P(C2C=CC=CC=2)C2C=CC=CC=2)C=CC=CC=1.CCOC(/N=N/C([O:49][CH2:50][CH3:51])=O)=O.[OH-:52].[Na+]. (3) Given the product [C:1]([O:5][C:6](=[O:7])[NH:8][C:9]1[C:18]2[C:13](=[CH:14][CH:15]=[CH:16][CH:17]=2)[C:12]([O:19][C:20]2[CH:25]=[CH:24][N:23]=[C:22]([NH:26][C:27]3[CH:35]=[C:34]([O:36][CH3:37])[CH:33]=[C:29]([C:30](=[O:31])[NH:60][CH2:59][CH2:58][O:57][CH2:56][CH2:55][O:54][CH2:53][CH2:52][O:51][CH2:50][CH2:49][O:48][CH2:47][CH2:46][O:45][CH2:44][CH2:43][O:42][CH2:41][CH2:40][O:39][CH3:38])[CH:28]=3)[N:21]=2)=[CH:11][CH:10]=1)([CH3:3])([CH3:4])[CH3:2], predict the reactants needed to synthesize it. The reactants are: [C:1]([O:5][C:6]([NH:8][C:9]1[C:18]2[C:13](=[CH:14][CH:15]=[CH:16][CH:17]=2)[C:12]([O:19][C:20]2[CH:25]=[CH:24][N:23]=[C:22]([NH:26][C:27]3[CH:28]=[C:29]([CH:33]=[C:34]([O:36][CH3:37])[CH:35]=3)[C:30](O)=[O:31])[N:21]=2)=[CH:11][CH:10]=1)=[O:7])([CH3:4])([CH3:3])[CH3:2].[CH3:38][O:39][CH2:40][CH2:41][O:42][CH2:43][CH2:44][O:45][CH2:46][CH2:47][O:48][CH2:49][CH2:50][O:51][CH2:52][CH2:53][O:54][CH2:55][CH2:56][O:57][CH2:58][CH2:59][NH2:60].C(N(CC)CC)C.C(P1(=O)OP(CCC)(=O)OP(CCC)(=O)O1)CC.CCOC(C)=O.